Dataset: Forward reaction prediction with 1.9M reactions from USPTO patents (1976-2016). Task: Predict the product of the given reaction. (1) Given the reactants [CH3:1][C:2]1[CH:21]=[CH:20][C:5]([CH2:6][N:7]2[CH2:11][CH2:10][C@@H:9]([NH:12]C(=O)OC(C)(C)C)[CH2:8]2)=[CH:4][CH:3]=1.Cl, predict the reaction product. The product is: [CH3:1][C:2]1[CH:3]=[CH:4][C:5]([CH2:6][N:7]2[CH2:11][CH2:10][C@@H:9]([NH2:12])[CH2:8]2)=[CH:20][CH:21]=1. (2) Given the reactants [O:1]1[CH2:6][CH2:5][N:4]([C:7]2[C:8]3[N:9]([CH:13]=[C:14]([CH:16]=[O:17])[N:15]=3)[N:10]=[CH:11][CH:12]=2)[CH2:3][CH2:2]1.I[C:19]1[CH:24]=[CH:23][CH:22]=[CH:21][CH:20]=1, predict the reaction product. The product is: [O:1]1[CH2:2][CH2:3][N:4]([C:7]2[C:8]3[N:9]([C:13]([C:19]4[CH:24]=[CH:23][CH:22]=[CH:21][CH:20]=4)=[C:14]([CH:16]=[O:17])[N:15]=3)[N:10]=[CH:11][CH:12]=2)[CH2:5][CH2:6]1. (3) Given the reactants Cl.[NH2:2][CH2:3][C:4]1[CH:9]=[CH:8][C:7](B(O)O)=[CH:6][CH:5]=1.Br[C:14]1[CH:19]=[CH:18][CH:17]=[C:16]([C:20]([F:23])([F:22])[F:21])[CH:15]=1.P([O-])([O-])([O-])=O.[K+].[K+].[K+].C(COC)OC.O, predict the reaction product. The product is: [F:21][C:20]([F:23])([F:22])[C:16]1[CH:15]=[C:14]([C:7]2[CH:8]=[CH:9][C:4]([CH2:3][NH2:2])=[CH:5][CH:6]=2)[CH:19]=[CH:18][CH:17]=1. (4) Given the reactants [CH3:1][O:2][C:3]1[CH:28]=[CH:27][CH:26]=[CH:25][C:4]=1[CH2:5][NH:6][C:7]1[CH:16]=[CH:15][C:14]2[C:9](=[CH:10][CH:11]=[C:12](/[CH:17]=[CH:18]/[C:19]3[CH:24]=[CH:23][N:22]=[CH:21][CH:20]=3)[CH:13]=2)[N:8]=1.[H][H], predict the reaction product. The product is: [CH3:1][O:2][C:3]1[CH:28]=[CH:27][CH:26]=[CH:25][C:4]=1[CH2:5][NH:6][C:7]1[CH:16]=[CH:15][C:14]2[C:9](=[CH:10][CH:11]=[C:12]([CH2:17][CH2:18][C:19]3[CH:20]=[CH:21][N:22]=[CH:23][CH:24]=3)[CH:13]=2)[N:8]=1. (5) Given the reactants [Br:1][C:2]1[CH:3]=[C:4]([C:9]([NH:14][C:15](=[O:18])[CH2:16]Cl)([CH2:12][OH:13])[CH2:10][OH:11])[C:5]([Cl:8])=[N:6][CH:7]=1.CC(C)([O-])C.[K+].O, predict the reaction product. The product is: [Br:1][C:2]1[CH:3]=[C:4]([C:9]2([CH2:12][OH:13])[NH:14][C:15](=[O:18])[CH2:16][O:11][CH2:10]2)[C:5]([Cl:8])=[N:6][CH:7]=1. (6) Given the reactants [N:1]1[CH:6]=[CH:5][CH:4]=[CH:3][C:2]=1[N:7]1[CH2:12][CH2:11][NH:10][CH2:9][CH2:8]1.[F:13][C:14]([F:27])([F:26])[C:15]1[CH:20]=[CH:19][C:18]([NH:21][C:22](=[O:25])[CH2:23]Cl)=[CH:17][CH:16]=1.C(=O)([O-])[O-].[Na+].[Na+], predict the reaction product. The product is: [N:1]1[CH:6]=[CH:5][CH:4]=[CH:3][C:2]=1[N:7]1[CH2:8][CH2:9][N:10]([CH2:23][C:22]([NH:21][C:18]2[CH:19]=[CH:20][C:15]([C:14]([F:13])([F:26])[F:27])=[CH:16][CH:17]=2)=[O:25])[CH2:11][CH2:12]1. (7) The product is: [NH:7]([CH2:8][CH2:9][CH2:10][NH:11][C:12]([C:14]1[N:15]=[CH:16][C:17]2[C:18](=[O:32])[N:19]([CH2:25][C:26]3[CH:31]=[CH:30][CH:29]=[CH:28][CH:27]=3)[CH:20]=[CH:21][C:22]=2[C:23]=1[OH:24])=[O:13])[C:6]([NH2:43])=[O:5]. Given the reactants C([O:5][C:6](=O)[NH:7][CH2:8][CH2:9][CH2:10][NH:11][C:12]([C:14]1[N:15]=[CH:16][C:17]2[C:18](=[O:32])[N:19]([CH2:25][C:26]3[CH:31]=[CH:30][CH:29]=[CH:28][CH:27]=3)[CH:20]=[CH:21][C:22]=2[C:23]=1[OH:24])=[O:13])(C)(C)C.FC(F)(F)C(O)=O.C([N:43](CC)CC)C.C[Si](N=C=O)(C)C, predict the reaction product. (8) The product is: [Cl:1][C:2]1[CH:3]=[CH:4][C:5]([O:10][CH:11]2[CH2:16][CH2:15][CH2:14][CH2:13][CH2:12]2)=[C:6]([CH:7]=[N:22][C:27]([O:29][Si:32]([CH3:35])([CH3:34])[CH3:33])=[CH2:28])[CH:9]=1. Given the reactants [Cl:1][C:2]1[CH:3]=[CH:4][C:5]([O:10][CH:11]2[CH2:16][CH2:15][CH2:14][CH2:13][CH2:12]2)=[C:6]([CH:9]=1)[CH:7]=O.[Li+].C[Si]([N-:22][Si](C)(C)C)(C)C.[C:27](Cl)(=[O:29])[CH3:28].Cl[Si:32]([CH3:35])([CH3:34])[CH3:33], predict the reaction product.